This data is from Reaction yield outcomes from USPTO patents with 853,638 reactions. The task is: Predict the reaction yield, written as a fraction of the theoretical maximum amount of product (1.0 means a 100% yield; for example, 0.34 means a 34% yield). (1) The reactants are CCCC[N+](CCCC)(CCCC)CCCC.[F-].[C:19]([O:23][C:24](=[O:46])[N:25]([CH2:29][C:30]1[CH:35]=[CH:34][C:33]([Cl:36])=[C:32]([C:37](C)(C)[O:38][SiH2]C(C)(C)C)[CH:31]=1)[CH2:26][CH2:27][F:28])([CH3:22])([CH3:21])[CH3:20].CCOC(C)=O. The catalyst is C1COCC1. The product is [C:19]([O:23][C:24](=[O:46])[N:25]([CH2:29][C:30]1[CH:35]=[CH:34][C:33]([Cl:36])=[C:32]([CH2:37][OH:38])[CH:31]=1)[CH2:26][CH2:27][F:28])([CH3:22])([CH3:20])[CH3:21]. The yield is 0.640. (2) The product is [CH3:1][C:2]1[C:7]([CH3:8])=[CH:6][C:5]([C:9]2[CH:14]=[CH:13][CH:12]=[CH:11][CH:10]=2)=[CH:4][C:3]=1[CH2:15][NH:16][C:17]1[C:18]([F:25])=[C:19]([CH:20]=[CH:21][C:22]=1[F:23])[O:24][CH2:33][C:34]([O:36][CH:37]([CH3:39])[CH3:38])=[O:35]. The yield is 0.750. The reactants are [CH3:1][C:2]1[C:7]([CH3:8])=[CH:6][C:5]([C:9]2[CH:14]=[CH:13][CH:12]=[CH:11][CH:10]=2)=[CH:4][C:3]=1[CH2:15][NH:16][C:17]1[C:18]([F:25])=[C:19]([OH:24])[CH:20]=[CH:21][C:22]=1[F:23].C([O-])([O-])=O.[Cs+].[Cs+].Br[CH2:33][C:34]([O:36][CH:37]([CH3:39])[CH3:38])=[O:35].O. The catalyst is CC(C)=O.